This data is from NCI-60 drug combinations with 297,098 pairs across 59 cell lines. The task is: Regression. Given two drug SMILES strings and cell line genomic features, predict the synergy score measuring deviation from expected non-interaction effect. (1) Synergy scores: CSS=18.8, Synergy_ZIP=-8.79, Synergy_Bliss=0.675, Synergy_Loewe=0.0157, Synergy_HSA=1.49. Cell line: SF-268. Drug 2: C1CCC(C(C1)N)N.C(=O)(C(=O)[O-])[O-].[Pt+4]. Drug 1: C1CC(C1)(C(=O)O)C(=O)O.[NH2-].[NH2-].[Pt+2]. (2) Drug 1: CC1C(C(CC(O1)OC2CC(CC3=C2C(=C4C(=C3O)C(=O)C5=C(C4=O)C(=CC=C5)OC)O)(C(=O)CO)O)N)O.Cl. Drug 2: COC1=CC(=CC(=C1O)OC)C2C3C(COC3=O)C(C4=CC5=C(C=C24)OCO5)OC6C(C(C7C(O6)COC(O7)C8=CC=CS8)O)O. Cell line: SN12C. Synergy scores: CSS=47.8, Synergy_ZIP=-2.90, Synergy_Bliss=-0.0308, Synergy_Loewe=-1.56, Synergy_HSA=1.78. (3) Drug 1: COC1=C2C(=CC3=C1OC=C3)C=CC(=O)O2. Drug 2: C1CCC(C(C1)N)N.C(=O)(C(=O)[O-])[O-].[Pt+4]. Cell line: NCI-H460. Synergy scores: CSS=11.0, Synergy_ZIP=-11.3, Synergy_Bliss=-14.6, Synergy_Loewe=-32.8, Synergy_HSA=-17.0. (4) Drug 1: C1CCC(CC1)NC(=O)N(CCCl)N=O. Drug 2: C1=NC(=NC(=O)N1C2C(C(C(O2)CO)O)O)N. Synergy scores: CSS=10.7, Synergy_ZIP=-6.68, Synergy_Bliss=-6.19, Synergy_Loewe=-12.5, Synergy_HSA=-6.05. Cell line: PC-3. (5) Drug 2: C1CNP(=O)(OC1)N(CCCl)CCCl. Synergy scores: CSS=5.30, Synergy_ZIP=-5.31, Synergy_Bliss=-6.90, Synergy_Loewe=-4.34, Synergy_HSA=-4.17. Cell line: U251. Drug 1: C(=O)(N)NO. (6) Drug 1: C1=NC2=C(N1)C(=S)N=C(N2)N. Drug 2: CC1=C(C=C(C=C1)NC(=O)C2=CC=C(C=C2)CN3CCN(CC3)C)NC4=NC=CC(=N4)C5=CN=CC=C5. Cell line: NCI-H460. Synergy scores: CSS=29.0, Synergy_ZIP=-0.883, Synergy_Bliss=-0.174, Synergy_Loewe=-20.5, Synergy_HSA=-1.11.